Dataset: Full USPTO retrosynthesis dataset with 1.9M reactions from patents (1976-2016). Task: Predict the reactants needed to synthesize the given product. (1) Given the product [CH3:37][O:38][C:5](=[O:32])[C:4]1[CH:3]=[C:2]([Cl:1])[C:9]([NH:10][C:11]2[S:12][C:13]3[N:14]=[CH:15][N:16]=[C:17]([NH:20][C:21]4[CH:26]=[CH:25][C:24]([C:27]([F:30])([F:29])[F:28])=[CH:23][CH:22]=4)[C:18]=3[N:19]=2)=[C:8]([Cl:31])[CH:7]=1, predict the reactants needed to synthesize it. The reactants are: [Cl:1][C:2]1[CH:3]=[C:4]([CH:7]=[C:8]([Cl:31])[C:9]=1[NH:10][C:11]1[S:12][C:13]2[N:14]=[CH:15][N:16]=[C:17]([NH:20][C:21]3[CH:26]=[CH:25][C:24]([C:27]([F:30])([F:29])[F:28])=[CH:23][CH:22]=3)[C:18]=2[N:19]=1)[C:5]#N.[OH:32]S(O)(=O)=O.[CH3:37][OH:38]. (2) Given the product [F:1][C:2]1[C:3]2[O:28][N:27]=[C:26]([C:29]3[CH:34]=[CH:33][N:32]=[C:31]([C:39]#[N:40])[N:30]=3)[C:4]=2[CH:5]=[C:6]2[C:19]=1[N:18]1[CH2:20][C@@H:21]([CH3:25])[O:22][C@@H:23]([CH3:24])[C@@H:17]1[C:8]1([C:13](=[O:14])[NH:12][C:11](=[O:15])[NH:10][C:9]1=[O:16])[CH2:7]2, predict the reactants needed to synthesize it. The reactants are: [F:1][C:2]1[C:3]2[O:28][N:27]=[C:26]([C:29]3[CH:34]=[CH:33][N:32]=[C:31](S(C)(=O)=O)[N:30]=3)[C:4]=2[CH:5]=[C:6]2[C:19]=1[N:18]1[CH2:20][C@@H:21]([CH3:25])[O:22][C@@H:23]([CH3:24])[C@@H:17]1[C:8]1([C:13](=[O:14])[NH:12][C:11](=[O:15])[NH:10][C:9]1=[O:16])[CH2:7]2.[C-:39]#[N:40].[K+]. (3) Given the product [CH2:19]([O:21][C:11](=[O:12])[NH:10][C:8](=[O:9])[CH:7]([C:1]1[CH:6]=[CH:5][CH:4]=[CH:3][CH:2]=1)[C:13]1[CH:18]=[CH:17][CH:16]=[CH:15][CH:14]=1)[CH3:20], predict the reactants needed to synthesize it. The reactants are: [C:1]1([CH:7]([C:13]2[CH:18]=[CH:17][CH:16]=[CH:15][CH:14]=2)[C:8]([N:10]=[C:11]=[O:12])=[O:9])[CH:6]=[CH:5][CH:4]=[CH:3][CH:2]=1.[CH2:19]([OH:21])[CH3:20]. (4) Given the product [CH2:1]([C:3]1[CH:12]=[C:11]2[C:6]([C:7](=[O:26])[C:8]([OH:25])=[C:9]([C:13]3[CH:14]=[C:15]([OH:23])[C:16]([OH:21])=[C:17]([OH:19])[CH:18]=3)[O:10]2)=[CH:5][CH:4]=1)[CH3:2], predict the reactants needed to synthesize it. The reactants are: [CH2:1]([C:3]1[CH:12]=[C:11]2[C:6]([C:7](=[O:26])[C:8]([OH:25])=[C:9]([C:13]3[CH:18]=[C:17]([O:19]C)[C:16]([O:21]C)=[C:15]([O:23]C)[CH:14]=3)[O:10]2)=[CH:5][CH:4]=1)[CH3:2].B(Br)(Br)Br.CO.O. (5) Given the product [CH:18]1([C:16]([NH:15][C:13]2[N:14]=[C:9]3[CH:8]=[CH:7][C:6]([O:5][C:4]4[CH:3]=[C:2]([NH:1][C:33]([C:30]5[S:29][C:28]([C:25]([OH:24])([CH3:26])[CH3:27])=[N:32][CH:31]=5)=[O:34])[CH:23]=[CH:22][CH:21]=4)=[N:11][N:10]3[CH:12]=2)=[O:17])[CH2:20][CH2:19]1, predict the reactants needed to synthesize it. The reactants are: [NH2:1][C:2]1[CH:3]=[C:4]([CH:21]=[CH:22][CH:23]=1)[O:5][C:6]1[CH:7]=[CH:8][C:9]2[N:10]([CH:12]=[C:13]([NH:15][C:16]([CH:18]3[CH2:20][CH2:19]3)=[O:17])[N:14]=2)[N:11]=1.[OH:24][C:25]([C:28]1[S:29][C:30]([C:33](O)=[O:34])=[CH:31][N:32]=1)([CH3:27])[CH3:26].Cl.CN(C)CCCN=C=NCC.ON1C2C=CC=CC=2N=N1. (6) Given the product [F:70][CH:42]([F:41])[C:43]1[CH:48]=[CH:47][C:46]([C@@H:49]([N:51]2[CH2:56][CH2:55][C:54]3([CH2:68][CH2:67][C:59](=[O:60])[CH2:58][CH2:57]3)[O:53][C:52]2=[O:69])[CH3:50])=[CH:45][CH:44]=1, predict the reactants needed to synthesize it. The reactants are: FC(F)C1C=CC([C@@H](NCCC2(O)CCC3(OCC(C)(C)CO3)CC2)C)=CC=1.ClC(Cl)(OC(=O)OC(Cl)(Cl)Cl)Cl.[F:41][CH:42]([F:70])[C:43]1[CH:48]=[CH:47][C:46]([C@@H:49]([N:51]2[CH2:56][CH2:55][C:54]3([CH2:68][CH2:67][C:59]4(OCC(C)(C)C[O:60]4)[CH2:58][CH2:57]3)[O:53][C:52]2=[O:69])[CH3:50])=[CH:45][CH:44]=1.